From a dataset of Forward reaction prediction with 1.9M reactions from USPTO patents (1976-2016). Predict the product of the given reaction. (1) Given the reactants [C:1]([O:5][C:6]([NH:8][CH2:9][CH2:10][CH:11]1[CH2:16][CH2:15][N:14]([C:17]([O:19][CH2:20][C:21]2[CH:26]=[C:25]([Cl:27])[CH:24]=[C:23]([Cl:28])[CH:22]=2)=[O:18])[CH2:13][CH2:12]1)=[O:7])([CH3:4])([CH3:3])[CH3:2].[H-].[Na+].I[CH3:32], predict the reaction product. The product is: [C:1]([O:5][C:6]([N:8]([CH3:32])[CH2:9][CH2:10][CH:11]1[CH2:12][CH2:13][N:14]([C:17]([O:19][CH2:20][C:21]2[CH:26]=[C:25]([Cl:27])[CH:24]=[C:23]([Cl:28])[CH:22]=2)=[O:18])[CH2:15][CH2:16]1)=[O:7])([CH3:4])([CH3:2])[CH3:3]. (2) The product is: [F:1][C:2]1[CH:3]=[C:4]([NH:5][C:24]([CH:18]([CH:15]([CH3:16])[CH3:17])[C:19]([O:21][CH2:22][CH3:23])=[O:20])=[O:25])[CH:6]=[CH:7][CH:8]=1. Given the reactants [F:1][C:2]1[CH:3]=[C:4]([CH:6]=[CH:7][CH:8]=1)[NH2:5].N1C=CC=CC=1.[CH:15]([CH:18]([C:24](OCC)=[O:25])[C:19]([O:21][CH2:22][CH3:23])=[O:20])([CH3:17])[CH3:16], predict the reaction product. (3) Given the reactants [Cl:1][C:2]1[CH:10]=[CH:9][C:8]2[NH:7][C:6]3[CH2:11][C:12]([CH3:17])([CH3:16])[N:13]([CH3:15])[CH2:14][C:5]=3[C:4]=2[CH:3]=1.[F:18][C:19]([F:29])([F:28])[C:20]1[CH:25]=[CH:24][C:23]([CH:26]=[CH2:27])=[CH:22][N:21]=1.[OH-].[K+], predict the reaction product. The product is: [Cl:1][C:2]1[CH:10]=[CH:9][C:8]2[N:7]([CH2:27][CH2:26][C:23]3[CH:22]=[N:21][C:20]([C:19]([F:29])([F:18])[F:28])=[CH:25][CH:24]=3)[C:6]3[CH2:11][C:12]([CH3:17])([CH3:16])[N:13]([CH3:15])[CH2:14][C:5]=3[C:4]=2[CH:3]=1. (4) Given the reactants Br[CH2:2][C:3]1[CH:4]=[C:5]([B:10]2[O:14][C:13]([CH3:16])([CH3:15])[C:12]([CH3:18])([CH3:17])[O:11]2)[CH:6]=[CH:7][C:8]=1[F:9].[OH:19][C:20]1[N:25]=[CH:24][C:23]2[CH:26]3[CH:29]([C:30]([O:32][CH2:33][CH3:34])=[O:31])[CH:27]3[CH2:28][C:22]=2[CH:21]=1, predict the reaction product. The product is: [CH2:33]([O:32][C:30]([CH:29]1[CH:27]2[CH2:28][C:22]3[CH:21]=[C:20]([O:19][CH2:2][C:3]4[CH:4]=[C:5]([B:10]5[O:14][C:13]([CH3:16])([CH3:15])[C:12]([CH3:18])([CH3:17])[O:11]5)[CH:6]=[CH:7][C:8]=4[F:9])[N:25]=[CH:24][C:23]=3[CH:26]12)=[O:31])[CH3:34].